This data is from Full USPTO retrosynthesis dataset with 1.9M reactions from patents (1976-2016). The task is: Predict the reactants needed to synthesize the given product. (1) The reactants are: Cl[C:2]1[N:7]=[CH:6][N:5]=[C:4]([NH:8][C:9]2[CH:10]=[C:11]([CH2:15][S:16]([NH2:19])(=[O:18])=[O:17])[CH:12]=[CH:13][CH:14]=2)[N:3]=1.[F:20][C:21]([F:28])([F:27])[C@@H:22]1[CH2:26][CH2:25][CH2:24][NH:23]1. Given the product [F:20][C:21]([F:28])([F:27])[C@H:22]1[CH2:26][CH2:25][CH2:24][N:23]1[C:2]1[N:7]=[CH:6][N:5]=[C:4]([NH:8][C:9]2[CH:10]=[C:11]([CH2:15][S:16]([NH2:19])(=[O:18])=[O:17])[CH:12]=[CH:13][CH:14]=2)[N:3]=1, predict the reactants needed to synthesize it. (2) The reactants are: [F:1][C:2]([F:37])([F:36])[C:3]1[CH:31]=[C:30]([C:32]([F:35])([F:34])[F:33])[CH:29]=[CH:28][C:4]=1[CH2:5][N:6]1[CH2:11][CH2:10][CH:9](/[CH:12]=[C:13]2/[C:14]([NH:19][CH2:20][C:21]([O:23]C(C)(C)C)=[O:22])=[N:15][C:16](=[O:18])[S:17]/2)[CH2:8][CH2:7]1.[ClH:38].C(OCC)(=O)C. Given the product [ClH:38].[F:37][C:2]([F:1])([F:36])[C:3]1[CH:31]=[C:30]([C:32]([F:34])([F:35])[F:33])[CH:29]=[CH:28][C:4]=1[CH2:5][N:6]1[CH2:7][CH2:8][CH:9](/[CH:12]=[C:13]2/[C:14]([NH:19][CH2:20][C:21]([OH:23])=[O:22])=[N:15][C:16](=[O:18])[S:17]/2)[CH2:10][CH2:11]1, predict the reactants needed to synthesize it. (3) Given the product [CH2:4]([C@@:3]1([C:8]([OH:10])=[O:9])[CH2:2][CH2:7][CH2:6][CH2:31][C@H:30]1[O:29][CH2:28][CH2:27][C:21]1[CH:22]=[CH:23][C:24]([O:25][CH3:26])=[C:19]([O:18][CH3:17])[CH:20]=1)[CH3:5], predict the reactants needed to synthesize it. The reactants are: O[C@@H:2]1[CH2:7][CH2:6][CH2:5][CH2:4][C@H:3]1[C:8]([O:10]CC)=[O:9].B(F)(F)F.[CH3:17][O:18][C:19]1[CH:20]=[C:21]([CH2:27][CH2:28][O:29]/[C:30](=N/[H])/[C:31](Cl)(Cl)Cl)[CH:22]=[CH:23][C:24]=1[O:25][CH3:26]. (4) Given the product [Cl:14][C:15]1[CH:21]=[C:20]([O:22][CH3:23])[C:19]([O:24][CH2:25][C:26]2[C:31]([O:32][CH3:33])=[CH:30][CH:29]=[C:28]([F:34])[C:27]=2[F:35])=[CH:18][C:16]=1[NH:17][C:6]1[C:5]([N+:9]([O-:11])=[O:10])=[C:4]([O:12][CH3:13])[N:3]=[C:2]([Cl:1])[N:7]=1, predict the reactants needed to synthesize it. The reactants are: [Cl:1][C:2]1[N:7]=[C:6](Cl)[C:5]([N+:9]([O-:11])=[O:10])=[C:4]([O:12][CH3:13])[N:3]=1.[Cl:14][C:15]1[CH:21]=[C:20]([O:22][CH3:23])[C:19]([O:24][CH2:25][C:26]2[C:31]([O:32][CH3:33])=[CH:30][CH:29]=[C:28]([F:34])[C:27]=2[F:35])=[CH:18][C:16]=1[NH2:17].C(N(CC)C(C)C)(C)C.C(OCC)(=O)C.